Predict the product of the given reaction. From a dataset of Forward reaction prediction with 1.9M reactions from USPTO patents (1976-2016). (1) Given the reactants [Br:1][C:2]1[CH:12]=[CH:11][C:5]([O:6][CH2:7][C:8]([NH2:10])=[O:9])=[C:4]([C:13]#[N:14])[CH:3]=1.N1CCC[CH2:17][CH2:16]1.[NH2:21][CH2:22][C:23]1[CH:24]=[C:25]([N:29]([CH3:31])[CH3:30])[CH:26]=[CH:27][CH:28]=1, predict the reaction product. The product is: [Br:1][C:2]1[CH:12]=[CH:11][C:5]2[O:6][C:7]3[C:8](=[O:9])[NH:10][C:16]([CH2:17][NH:21][CH2:22][C:23]4[CH:28]=[CH:27][CH:26]=[C:25]([N:29]([CH3:31])[CH3:30])[CH:24]=4)=[N:14][C:13]=3[C:4]=2[CH:3]=1. (2) Given the reactants [CH3:1][O:2][C:3](=[O:6])[CH2:4][SH:5].[H-].[Na+].Cl[C:10]1[O:11][C:12]2[CH:18]=[C:17]([CH3:19])[CH:16]=[CH:15][C:13]=2[N:14]=1, predict the reaction product. The product is: [CH3:1][O:2][C:3](=[O:6])[CH2:4][S:5][C:10]1[O:11][C:12]2[CH:18]=[C:17]([CH3:19])[CH:16]=[CH:15][C:13]=2[N:14]=1. (3) Given the reactants [O-]S([O-])(=O)=O.[Mg+2].S(=O)(=O)(O)O.[OH:12][C:13]1[CH:21]=[CH:20][C:16]([C:17]([OH:19])=[O:18])=[CH:15][C:14]=1[N+:22]([O-:24])=[O:23].[C:25](O)([CH3:28])([CH3:27])[CH3:26].C(=O)([O-])O.[Na+], predict the reaction product. The product is: [OH:12][C:13]1[CH:21]=[CH:20][C:16]([C:17]([O:19][C:25]([CH3:28])([CH3:27])[CH3:26])=[O:18])=[CH:15][C:14]=1[N+:22]([O-:24])=[O:23]. (4) Given the reactants [F:1][C:2]1[CH:3]=[C:4]([CH2:20][OH:21])[CH:5]=[C:6]([F:19])[C:7]=1[O:8][C:9]1[CH:14]=[CH:13][C:12]([C:15]([F:18])([F:17])[F:16])=[CH:11][CH:10]=1.Cl[C:23]1[CH:33]=[C:27]2[N:28]([CH3:32])[CH2:29][CH2:30][CH2:31][N:26]2[C:25](=[O:34])[N:24]=1, predict the reaction product. The product is: [F:1][C:2]1[CH:3]=[C:4]([CH:5]=[C:6]([F:19])[C:7]=1[O:8][C:9]1[CH:14]=[CH:13][C:12]([C:15]([F:17])([F:18])[F:16])=[CH:11][CH:10]=1)[CH2:20][O:21][C:23]1[CH:33]=[C:27]2[N:28]([CH3:32])[CH2:29][CH2:30][CH2:31][N:26]2[C:25](=[O:34])[N:24]=1. (5) Given the reactants [F:1][C:2]1[CH:7]=[C:6]([F:8])[CH:5]=[CH:4][C:3]=1[CH:9]=[C:10]([C:21](=O)[CH2:22][CH3:23])[C:11]([O:13][CH2:14][C:15]1[CH:20]=[CH:19][CH:18]=[CH:17][CH:16]=1)=[O:12].[CH3:25][O:26][C:27]([NH2:29])=[NH:28].[CH3:25][O:26][C:27]([NH2:29])=[NH:28].OS(O)(=O)=O.C([O-])(O)=O.[Na+], predict the reaction product. The product is: [CH2:14]([O:13][C:11]([C:10]1[CH:9]([C:3]2[CH:4]=[CH:5][C:6]([F:8])=[CH:7][C:2]=2[F:1])[NH:29][C:27]([O:26][CH3:25])=[N:28][C:21]=1[CH2:22][CH3:23])=[O:12])[C:15]1[CH:20]=[CH:19][CH:18]=[CH:17][CH:16]=1. (6) The product is: [OH:4][C:3]([C:2]([F:10])([F:1])[CH:6]([O:9][C:16](=[O:20])[C:17]([CH3:19])=[CH2:18])[CH2:7][CH3:8])=[O:5]. Given the reactants [F:1][C:2]([F:10])([CH:6]([OH:9])[CH2:7][CH3:8])[C:3]([OH:5])=[O:4].CS(O)(=O)=O.[C:16](O[C:16](=[O:20])[C:17]([CH3:19])=[CH2:18])(=[O:20])[C:17]([CH3:19])=[CH2:18], predict the reaction product. (7) Given the reactants [C:1]([O:5][C:6]([C@@H:8]([NH:13][CH2:14][CH2:15][NH:16][CH2:17][C:18]1[N:23]=[C:22]([C:24]([O:26][CH3:27])=[O:25])[CH:21]=[CH:20][CH:19]=1)[C:9]([CH3:12])([CH3:11])[CH3:10])=[O:7])([CH3:4])([CH3:3])[CH3:2].[N+](C1C=C[C:34]([O:37]C(=O)OC2C=CC([N+]([O-])=O)=CC=2)=CC=1)([O-])=O.C(=O)(O)[O-].[Na+], predict the reaction product. The product is: [C:1]([O:5][C:6]([C@@H:8]([N:13]1[CH2:14][CH2:15][N:16]([CH2:17][C:18]2[N:23]=[C:22]([C:24]([O:26][CH3:27])=[O:25])[CH:21]=[CH:20][CH:19]=2)[C:34]1=[O:37])[C:9]([CH3:12])([CH3:11])[CH3:10])=[O:7])([CH3:2])([CH3:3])[CH3:4].